This data is from Catalyst prediction with 721,799 reactions and 888 catalyst types from USPTO. The task is: Predict which catalyst facilitates the given reaction. (1) Product: [NH2:37][C:38]1[N:43]=[CH:42][N:41]=[C:40]([O:44][C:45]2[CH:50]=[CH:49][C:48]([NH:51][C:52]([NH:54][C:55](=[O:64])[CH2:56][C:57]3[CH:62]=[CH:61][C:60]([F:63])=[CH:59][CH:58]=3)=[O:53])=[CH:47][C:46]=2[F:65])[CH:39]=1. The catalyst class is: 1. Reactant: NC1C=CC(OC2N=CN=C(N)C=2)=C(F)C=1.FC1C=CC(CC(N=C=O)=O)=CC=1.COC1C=CC(C[NH:37][C:38]2[N:43]=[CH:42][N:41]=[C:40]([O:44][C:45]3[CH:50]=[CH:49][C:48]([NH:51][C:52]([NH:54][C:55](=[O:64])[CH2:56][C:57]4[CH:62]=[CH:61][C:60]([F:63])=[CH:59][CH:58]=4)=[O:53])=[CH:47][C:46]=3[F:65])[CH:39]=2)=CC=1. (2) Reactant: [Cl-].[CH2:2]([O:4][C:5]([C:7]1[C:16]2[C:17]3[C:22]([CH2:23][CH2:24][N+:15]=2[CH:14]=[C:13]2[C:8]=1[CH:9]=[CH:10][C:11]([O:30][CH3:31])=[C:12]2[O:28][CH3:29])=[CH:21][C:20]1[O:25][CH2:26][O:27][C:19]=1[CH:18]=3)=[O:6])[CH3:3].[BH4-].[Na+]. Product: [CH3:29][O:28][C:12]1[C:13]2[CH2:14][N:15]3[CH2:24][CH2:23][C:22]4[C:17]([C:16]3=[C:7]([C:5]([O:4][CH2:2][CH3:3])=[O:6])[C:8]=2[CH:9]=[CH:10][C:11]=1[O:30][CH3:31])=[CH:18][C:19]1[O:27][CH2:26][O:25][C:20]=1[CH:21]=4. The catalyst class is: 273. (3) Reactant: FC(F)(F)S(O[C:7]1[CH2:16][CH2:15][C:10]2([O:14][CH2:13][CH2:12][O:11]2)[CH2:9][CH:8]=1)(=O)=O.[CH3:19][C:20]1([CH3:36])[C:24]([CH3:26])([CH3:25])[O:23][B:22]([B:22]2[O:23][C:24]([CH3:26])([CH3:25])[C:20]([CH3:36])([CH3:19])[O:21]2)[O:21]1.CC([O-])=O.[K+]. Product: [CH3:19][C:20]1([CH3:36])[C:24]([CH3:26])([CH3:25])[O:23][B:22]([C:7]2[CH2:16][CH2:15][C:10]3([O:14][CH2:13][CH2:12][O:11]3)[CH2:9][CH:8]=2)[O:21]1. The catalyst class is: 368. (4) Reactant: [Si:1]([O:8][CH:9]([CH2:12][C@H:13]1[CH2:24][CH2:23][C:22]2[S:21][C:20]3[N:19]=[CH:18][N:17]=[C:16]([O:25][CH:26]4[CH2:31][CH2:30][CH:29]([N:32]5[CH2:37][CH2:36][O:35][CH2:34][CH2:33]5)[CH2:28][CH2:27]4)[C:15]=3[C:14]1=2)[C:10]#[N:11])([C:4]([CH3:7])([CH3:6])[CH3:5])([CH3:3])[CH3:2].[OH:38][Li].O.OO. Product: [Si:1]([O:8][CH:9]([CH2:12][C@H:13]1[CH2:24][CH2:23][C:22]2[S:21][C:20]3[N:19]=[CH:18][N:17]=[C:16]([O:25][CH:26]4[CH2:27][CH2:28][CH:29]([N:32]5[CH2:33][CH2:34][O:35][CH2:36][CH2:37]5)[CH2:30][CH2:31]4)[C:15]=3[C:14]1=2)[C:10]([NH2:11])=[O:38])([C:4]([CH3:6])([CH3:7])[CH3:5])([CH3:3])[CH3:2]. The catalyst class is: 5.